From a dataset of Experimentally validated miRNA-target interactions with 360,000+ pairs, plus equal number of negative samples. Binary Classification. Given a miRNA mature sequence and a target amino acid sequence, predict their likelihood of interaction. (1) The miRNA is hsa-miR-340-3p with sequence UCCGUCUCAGUUACUUUAUAGC. The protein sequence of the target gene is MARADTGRGLLVLTFCLLSARGELPLPQETTVKLSCDEGPLQVILGPEQAVVLDCTLGATAAGPPTRVTWSKDGDTVLEHENLHLLPNGSLWLSSPLEQEDSDDEEALRIWKVTEGSYSCLAHSPLGVVASQVAVVKLATLEDFSLHPESQIVEENGTARFECHTKGLPAPIITWEKDQVTVPEESRLITLPNGVLQILDVQDSDAGSYRCVATNSARQRFSQEASLTVALRGSLEATRGQDVVIVAAPENTTVVSGQSVVMECVASADPTPFVSWVRQDGKPISTDVIVLGRTNLLIAS.... Result: 0 (no interaction). (2) The miRNA is mmu-miR-466d-5p with sequence UGUGUGUGCGUACAUGUACAUG. The protein sequence of the target gene is MARARGSPCPPLPPGRMSWPHGALLFLWLFSPPLGAGGGGVAVTSAAGGGSPPATSCPVACSCSNQASRVICTRRDLAEVPASIPVNTRYLNLQENGIQVIRTDTFKHLRHLEILQLSKNLVRKIEVGAFNGLPSLNTLELFDNRLTTVPTQAFEYLSKLRELWLRNNPIESIPSYAFNRVPSLRRLDLGELKRLEYISEAAFEGLVNLRYLNLGMCNLKDIPNLTALVRLEELELSGNRLDLIRPGSFQGLTSLRKLWLMHAQVATIERNAFDDLKSLEELNLSHNNLMSLPHDLFTPL.... Result: 0 (no interaction). (3) The miRNA is hsa-miR-4726-3p with sequence ACCCAGGUUCCCUCUGGCCGCA. The protein sequence of the target gene is MKLTRKMVLTRAKASELHSVRKLNCWGSRLTDISICQEMPSLEVITLSVNSISTLEPVSRCQRLSELYLRRNRIPSLAELFYLKGLPRLRVLWLAENPCCGTSPHRYRMTVLRTLPRLQKLDNQAVTEEELSRALSEGEEITAAPEREGTGHGGPKLCCTLSSLSSAAETGRDPLDSEEEATSGAQDERGLKPPSRGQFPSLSARDASSSHRGRNVLTAILLLLRELDAEGLEAVQQTVGSRLQALRGEEVQEHAE. Result: 0 (no interaction).